Task: Predict the product of the given reaction.. Dataset: Forward reaction prediction with 1.9M reactions from USPTO patents (1976-2016) Given the reactants [OH:1][C@@H:2]1[CH2:7][CH2:6][C@H:5]([N:8]2[CH2:12][CH2:11][C@:10]3([CH2:17][CH2:16][CH2:15][N:14](C(OCC4C=CC=CC=4)=O)[CH2:13]3)[C:9]2=O)[CH2:4][CH2:3]1, predict the reaction product. The product is: [OH:1][C@@H:2]1[CH2:3][CH2:4][C@H:5]([N:8]2[CH2:12][CH2:11][C@:10]3([CH2:17][CH2:16][CH2:15][NH:14][CH2:13]3)[CH2:9]2)[CH2:6][CH2:7]1.